Dataset: Catalyst prediction with 721,799 reactions and 888 catalyst types from USPTO. Task: Predict which catalyst facilitates the given reaction. (1) Reactant: [CH3:1][C:2]1[N:3]([C:8]2[CH:12]=[C:11]([CH2:13][CH2:14][OH:15])[N:10]([CH3:16])[N:9]=2)[C:4]([CH3:7])=[CH:5][CH:6]=1.[CH2:17](Br)[C:18]1[CH:23]=[CH:22][CH:21]=[CH:20][CH:19]=1.O1CCCC1.[H-].[Na+]. Product: [CH2:17]([O:15][CH2:14][CH2:13][C:11]1[N:10]([CH3:16])[N:9]=[C:8]([N:3]2[C:4]([CH3:7])=[CH:5][CH:6]=[C:2]2[CH3:1])[CH:12]=1)[C:18]1[CH:23]=[CH:22][CH:21]=[CH:20][CH:19]=1. The catalyst class is: 6. (2) Reactant: [F:1][C:2]1[CH:3]=[C:4]2[C:8](=[CH:9][CH:10]=1)[NH:7][C:6](=[O:11])[CH2:5]2.[CH3:12]O. Product: [F:1][C:2]1[CH:3]=[C:4]2[C:8](=[CH:9][CH:10]=1)[NH:7][C:6](=[O:11])[CH:5]2[CH3:12]. The catalyst class is: 181.